From a dataset of Peptide-MHC class I binding affinity with 185,985 pairs from IEDB/IMGT. Regression. Given a peptide amino acid sequence and an MHC pseudo amino acid sequence, predict their binding affinity value. This is MHC class I binding data. (1) The peptide sequence is ESTINLLPY. The MHC is HLA-B15:09 with pseudo-sequence HLA-B15:09. The binding affinity (normalized) is 0.0847. (2) The peptide sequence is FLKEKGGL. The MHC is HLA-B40:02 with pseudo-sequence HLA-B40:02. The binding affinity (normalized) is 0. (3) The peptide sequence is QAHMGIAGL. The binding affinity (normalized) is 0.0847. The MHC is HLA-B27:03 with pseudo-sequence HLA-B27:03. (4) The peptide sequence is LLDDGWAGE. The MHC is HLA-A03:01 with pseudo-sequence HLA-A03:01. The binding affinity (normalized) is 0.0847.